From a dataset of Forward reaction prediction with 1.9M reactions from USPTO patents (1976-2016). Predict the product of the given reaction. The product is: [C:34]([O:33][C:31]([N:13]1[CH2:14][CH2:15][N:6]2[C:5](=[O:16])[C:4]3[C:8]([CH:7]2[CH2:12]1)=[CH:9][CH:10]=[CH:11][C:3]=3[O:2][CH3:1])=[O:32])([CH3:37])([CH3:36])[CH3:35]. Given the reactants [CH3:1][O:2][C:3]1[CH:11]=[CH:10][CH:9]=[C:8]2[C:4]=1[C:5](=[O:16])[N:6]1[CH2:15][CH2:14][NH:13][CH2:12][CH:7]12.FC(F)(F)OC1C=CC=CC=1C(O)=O.[C:31](O[C:31]([O:33][C:34]([CH3:37])([CH3:36])[CH3:35])=[O:32])([O:33][C:34]([CH3:37])([CH3:36])[CH3:35])=[O:32], predict the reaction product.